From a dataset of Forward reaction prediction with 1.9M reactions from USPTO patents (1976-2016). Predict the product of the given reaction. (1) The product is: [CH2:1]([N:8]1[C:12]([C:13]([F:16])([F:14])[F:15])=[C:11]([CH3:17])[C:10]([C:18]2[CH:19]=[CH:20][C:21]([Cl:24])=[CH:22][CH:23]=2)=[C:9]1[C:25]([N:27]1[CH2:28][CH2:29][S:35](=[O:37])(=[O:34])[CH2:31][CH2:32]1)=[O:26])[C:2]1[CH:7]=[CH:6][CH:5]=[CH:4][CH:3]=1. Given the reactants [CH2:1]([N:8]1[C:12]([C:13]([F:16])([F:15])[F:14])=[C:11]([CH3:17])[C:10]([C:18]2[CH:23]=[CH:22][C:21]([Cl:24])=[CH:20][CH:19]=2)=[C:9]1[C:25]([N:27]1[CH2:32][CH2:31]S[CH2:29][CH2:28]1)=[O:26])[C:2]1[CH:7]=[CH:6][CH:5]=[CH:4][CH:3]=1.O[O:34][S:35]([O-:37])=O.[K+], predict the reaction product. (2) Given the reactants [CH2:1]([S:3][C:4]1[CH:12]=[CH:11][C:7]([C:8]([OH:10])=[O:9])=[CH:6][CH:5]=1)[CH3:2].S([O-])(O[O-])(=O)=[O:14].[K+].[K+].[OH2:21], predict the reaction product. The product is: [CH2:1]([S:3]([C:4]1[CH:12]=[CH:11][C:7]([C:8]([OH:10])=[O:9])=[CH:6][CH:5]=1)(=[O:14])=[O:21])[CH3:2]. (3) Given the reactants [CH:1]1[CH:9]=[C:8](Cl)[C:7]2[C:3](=[N:4][O:5][N:6]=2)[C:2]=1[N+:11]([O-:13])=[O:12].P([O-])([O-])([O-])=O.[Na+].[Na+].[Na+].[CH2:22](O)[CH2:23][OH:24].[OH-].[Na+].[NH4+].[Cl-], predict the reaction product. The product is: [CH2:23]([O:24][C:8]1[C:7]2[C:3](=[N:4][O:5][N:6]=2)[C:2]([N+:11]([O-:13])=[O:12])=[CH:1][CH:9]=1)[CH3:22]. (4) Given the reactants C([C:4]1([C:25]2[CH:30]=[CH:29][CH:28]=[CH:27][CH:26]=2)[O:9][C:8](=O)[N:7]([C:11]2[CH:12]=[C:13]([C:17]3[CH:22]=[CH:21][C:20]([F:23])=[CH:19][C:18]=3[F:24])[CH:14]=[CH:15][CH:16]=2)[CH2:6][CH2:5]1)C=C.C[N+]1([O-])CC[O:35]CC1.[OH2:39].[CH3:40][C:41]([CH3:43])=[O:42], predict the reaction product. The product is: [F:24][C:18]1[CH:19]=[C:20]([F:23])[CH:21]=[CH:22][C:17]=1[C:13]1[CH:14]=[CH:15][CH:16]=[C:11]([N:7]2[CH2:6][CH2:5][C:4]([CH2:40][CH:41]([OH:42])[CH2:43][OH:35])([C:25]3[CH:30]=[CH:29][CH:28]=[CH:27][CH:26]=3)[O:39][C:8]2=[O:9])[CH:12]=1. (5) Given the reactants Cl[C:2]1[C:3]2[S:10][CH:9]=[C:8]([C:11]([O:13][CH3:14])=[O:12])[C:4]=2[N:5]=[CH:6][N:7]=1.CCN(C(C)C)C(C)C.[CH3:24][O:25][C:26]1[CH:31]=[C:30]([O:32][CH3:33])[CH:29]=[CH:28][C:27]=1[CH2:34][NH2:35], predict the reaction product. The product is: [CH3:24][O:25][C:26]1[CH:31]=[C:30]([O:32][CH3:33])[CH:29]=[CH:28][C:27]=1[CH2:34][NH:35][C:2]1[C:3]2[S:10][CH:9]=[C:8]([C:11]([O:13][CH3:14])=[O:12])[C:4]=2[N:5]=[CH:6][N:7]=1.